Dataset: Full USPTO retrosynthesis dataset with 1.9M reactions from patents (1976-2016). Task: Predict the reactants needed to synthesize the given product. Given the product [CH2:1]([O:3][C:4]([C:5]1[S:19][C:17]([CH3:18])=[N:20][C:6]=1[C:7]1[CH:12]=[CH:11][C:10]([CH3:13])=[CH:9][CH:8]=1)=[O:16])[CH3:2], predict the reactants needed to synthesize it. The reactants are: [CH2:1]([O:3][C:4](=[O:16])[CH:5](Cl)[C:6](=O)[C:7]1[CH:12]=[CH:11][C:10]([CH3:13])=[CH:9][CH:8]=1)[CH3:2].[C:17]([NH2:20])(=[S:19])[CH3:18].